From a dataset of Full USPTO retrosynthesis dataset with 1.9M reactions from patents (1976-2016). Predict the reactants needed to synthesize the given product. (1) Given the product [OH:1][CH:2]([C:6]1[CH:7]=[CH:8][C:9]([C:12]2[N:16]=[C:15]([C:17]3[O:21][N:20]=[C:19]([C:22]4[CH:27]=[CH:26][CH:25]=[CH:24][CH:23]=4)[C:18]=3[C:28]([F:31])([F:30])[F:29])[O:14][N:13]=2)=[CH:10][CH:11]=1)[C:3]([NH:45][CH:42]1[CH2:43][CH2:44][O:39][CH2:40][CH2:41]1)=[O:4], predict the reactants needed to synthesize it. The reactants are: [OH:1][CH:2]([C:6]1[CH:11]=[CH:10][C:9]([C:12]2[N:16]=[C:15]([C:17]3[O:21][N:20]=[C:19]([C:22]4[CH:27]=[CH:26][CH:25]=[CH:24][CH:23]=4)[C:18]=3[C:28]([F:31])([F:30])[F:29])[O:14][N:13]=2)=[CH:8][CH:7]=1)[C:3](O)=[O:4].CN1CCOCC1.[O:39]1[CH2:44][CH2:43][CH:42]([NH2:45])[CH2:41][CH2:40]1.F[P-](F)(F)(F)(F)F.N1(O[P+](N(C)C)(N(C)C)N(C)C)C2C=CC=CC=2N=N1. (2) Given the product [F:35][CH:16]([F:15])[C:17]1[N:18]([C:23]2[C:32]3[C:27](=[CH:28][CH:29]=[CH:30][CH:31]=3)[C:26]([CH2:33][CH3:34])=[CH:25][CH:24]=2)[C:19]([S:22][CH2:9][C:10]([O:12][CH2:13][CH3:14])=[O:11])=[N:20][N:21]=1, predict the reactants needed to synthesize it. The reactants are: C(N(CC)CC)C.Br[CH2:9][C:10]([O:12][CH2:13][CH3:14])=[O:11].[F:15][CH:16]([F:35])[C:17]1[N:18]([C:23]2[C:32]3[C:27](=[CH:28][CH:29]=[CH:30][CH:31]=3)[C:26]([CH2:33][CH3:34])=[CH:25][CH:24]=2)[C:19]([SH:22])=[N:20][N:21]=1. (3) The reactants are: [Cl:1][C:2]1[CH:3]=[C:4]([C@@H:8]2[C@@H:13]([C:14]3[CH:19]=[CH:18][C:17]([Cl:20])=[CH:16][CH:15]=3)[NH:12][C:11](=[O:21])[CH2:10][CH2:9]2)[CH:5]=[CH:6][CH:7]=1.[H-].[Na+].Br[CH:25]1[CH2:29][CH2:28][CH:27]=[CH:26]1. Given the product [Cl:1][C:2]1[CH:3]=[C:4]([C@@H:8]2[C@@H:13]([C:14]3[CH:15]=[CH:16][C:17]([Cl:20])=[CH:18][CH:19]=3)[N:12]([CH:29]3[CH2:28][CH2:27][CH:26]=[CH:25]3)[C:11](=[O:21])[CH2:10][CH2:9]2)[CH:5]=[CH:6][CH:7]=1, predict the reactants needed to synthesize it. (4) Given the product [C:1]([O:5][C:6](=[O:29])[N:7]([C:15]1[CH:20]=[CH:19][CH:18]=[C:17]([C:21]2[C:26]([Cl:27])=[CH:25][N:24]=[C:23]([NH2:31])[CH:22]=2)[CH:16]=1)[CH2:8][CH:9]1[CH2:14][CH2:13][O:12][CH2:11][CH2:10]1)([CH3:4])([CH3:3])[CH3:2], predict the reactants needed to synthesize it. The reactants are: [C:1]([O:5][C:6](=[O:29])[N:7]([C:15]1[CH:20]=[CH:19][CH:18]=[C:17]([C:21]2[C:26]([Cl:27])=[CH:25][N:24]=[C:23](F)[CH:22]=2)[CH:16]=1)[CH2:8][CH:9]1[CH2:14][CH2:13][O:12][CH2:11][CH2:10]1)([CH3:4])([CH3:3])[CH3:2].[OH-].[NH4+:31].